The task is: Predict the reaction yield, written as a fraction of the theoretical maximum amount of product (1.0 means a 100% yield; for example, 0.34 means a 34% yield).. This data is from Reaction yield outcomes from USPTO patents with 853,638 reactions. (1) The reactants are [C:1]([C:5]1[CH:10]=[CH:9][CH:8]=[CH:7][C:6]=1[N:11]1[CH2:16][CH2:15][N:14]([C:17](=[O:21])[C:18]([OH:20])=O)[CH2:13][CH2:12]1)([CH3:4])([CH3:3])[CH3:2].[NH2:22][C:23]1[CH:28]=[CH:27][C:26]([CH2:29][CH2:30][C:31]([O:33][CH3:34])=[O:32])=[CH:25][CH:24]=1.CCN=C=NCCCN(C)C.C1C=CC2N(O)N=NC=2C=1.C([O-])(O)=O.[Na+]. The catalyst is CN(C)C=O. The product is [C:1]([C:5]1[CH:10]=[CH:9][CH:8]=[CH:7][C:6]=1[N:11]1[CH2:12][CH2:13][N:14]([C:17](=[O:21])[C:18]([NH:22][C:23]2[CH:24]=[CH:25][C:26]([CH2:29][CH2:30][C:31]([O:33][CH3:34])=[O:32])=[CH:27][CH:28]=2)=[O:20])[CH2:15][CH2:16]1)([CH3:2])([CH3:3])[CH3:4]. The yield is 0.910. (2) The reactants are [F:1][C:2]([F:7])([F:6])[C:3]([OH:5])=[O:4].[CH2:8]([S:10]([N:13]1[CH2:18][CH2:17][CH:16]([C:19]2[C:27]3[C:22](=[C:23]([C:38]([NH2:40])=[O:39])[CH:24]=[C:25]([C:28]4[CH:33]=[C:32]([CH2:34][NH:35][CH3:36])[CH:31]=[C:30]([F:37])[CH:29]=4)[CH:26]=3)[NH:21][CH:20]=2)[CH2:15][CH2:14]1)(=[O:12])=[O:11])[CH3:9].[CH3:41]N. No catalyst specified. The product is [F:1][C:2]([F:7])([F:6])[C:3]([OH:5])=[O:4].[CH2:8]([S:10]([N:13]1[CH2:18][CH2:17][CH:16]([C:19]2[C:27]3[C:22](=[C:23]([C:38]([NH2:40])=[O:39])[CH:24]=[C:25]([C:28]4[CH:33]=[C:32]([CH2:34][N:35]5[CH2:2][CH2:3][O:5][CH2:41][CH2:36]5)[CH:31]=[C:30]([F:37])[CH:29]=4)[CH:26]=3)[NH:21][CH:20]=2)[CH2:15][CH2:14]1)(=[O:11])=[O:12])[CH3:9]. The yield is 0.509.